Regression. Given two drug SMILES strings and cell line genomic features, predict the synergy score measuring deviation from expected non-interaction effect. From a dataset of NCI-60 drug combinations with 297,098 pairs across 59 cell lines. (1) Drug 1: CC(C)CN1C=NC2=C1C3=CC=CC=C3N=C2N. Drug 2: B(C(CC(C)C)NC(=O)C(CC1=CC=CC=C1)NC(=O)C2=NC=CN=C2)(O)O. Cell line: MDA-MB-231. Synergy scores: CSS=29.1, Synergy_ZIP=-1.93, Synergy_Bliss=-5.01, Synergy_Loewe=-18.6, Synergy_HSA=-6.43. (2) Drug 1: CC1OCC2C(O1)C(C(C(O2)OC3C4COC(=O)C4C(C5=CC6=C(C=C35)OCO6)C7=CC(=C(C(=C7)OC)O)OC)O)O. Drug 2: CC1=C(C(=CC=C1)Cl)NC(=O)C2=CN=C(S2)NC3=CC(=NC(=N3)C)N4CCN(CC4)CCO. Cell line: HS 578T. Synergy scores: CSS=25.2, Synergy_ZIP=-5.81, Synergy_Bliss=2.30, Synergy_Loewe=3.93, Synergy_HSA=4.29. (3) Drug 1: CC(C)CN1C=NC2=C1C3=CC=CC=C3N=C2N. Drug 2: COCCOC1=C(C=C2C(=C1)C(=NC=N2)NC3=CC=CC(=C3)C#C)OCCOC.Cl. Cell line: K-562. Synergy scores: CSS=5.99, Synergy_ZIP=1.24, Synergy_Bliss=3.49, Synergy_Loewe=-1.79, Synergy_HSA=-1.64. (4) Drug 1: CCC1=C2CN3C(=CC4=C(C3=O)COC(=O)C4(CC)O)C2=NC5=C1C=C(C=C5)O. Drug 2: CC1=C(C(=CC=C1)Cl)NC(=O)C2=CN=C(S2)NC3=CC(=NC(=N3)C)N4CCN(CC4)CCO. Cell line: SW-620. Synergy scores: CSS=36.4, Synergy_ZIP=-10.3, Synergy_Bliss=-1.36, Synergy_Loewe=-10.0, Synergy_HSA=0.194. (5) Drug 1: C1=CC(=C2C(=C1NCCNCCO)C(=O)C3=C(C=CC(=C3C2=O)O)O)NCCNCCO. Drug 2: C(CN)CNCCSP(=O)(O)O. Cell line: MALME-3M. Synergy scores: CSS=36.2, Synergy_ZIP=3.84, Synergy_Bliss=5.82, Synergy_Loewe=-36.2, Synergy_HSA=2.89. (6) Drug 1: CC1=C(C(CCC1)(C)C)C=CC(=CC=CC(=CC(=O)O)C)C. Drug 2: C1CC(C1)(C(=O)O)C(=O)O.[NH2-].[NH2-].[Pt+2]. Cell line: OVCAR-5. Synergy scores: CSS=11.0, Synergy_ZIP=-2.12, Synergy_Bliss=2.04, Synergy_Loewe=3.66, Synergy_HSA=3.72.